Dataset: Forward reaction prediction with 1.9M reactions from USPTO patents (1976-2016). Task: Predict the product of the given reaction. Given the reactants [C:1]([C:5]1[N:6]=[C:7]([C:10]2[CH:18]=[CH:17][C:13]([C:14]([OH:16])=[O:15])=[CH:12][C:11]=2[CH3:19])[S:8][CH:9]=1)([CH3:4])([CH3:3])[CH3:2].[Br:20]Br.S(=O)(O)[O-].[Na+], predict the reaction product. The product is: [Br:20][C:9]1[S:8][C:7]([C:10]2[CH:18]=[CH:17][C:13]([C:14]([OH:16])=[O:15])=[CH:12][C:11]=2[CH3:19])=[N:6][C:5]=1[C:1]([CH3:4])([CH3:3])[CH3:2].